From a dataset of Catalyst prediction with 721,799 reactions and 888 catalyst types from USPTO. Predict which catalyst facilitates the given reaction. (1) Reactant: [CH2:1]([O:8][CH2:9][CH:10]1[CH2:19][CH2:18][CH2:17][CH2:16][C:11]21OCC[O:12]2)[C:2]1[CH:7]=[CH:6][CH:5]=[CH:4][CH:3]=1.Cl.C(=O)([O-])[O-].[Na+].[Na+]. Product: [CH2:1]([O:8][CH2:9][CH:10]1[CH2:19][CH2:18][CH2:17][CH2:16][C:11]1=[O:12])[C:2]1[CH:7]=[CH:6][CH:5]=[CH:4][CH:3]=1. The catalyst class is: 21. (2) Reactant: Cl[C:2]1[C:12]([N+:13]([O-:15])=[O:14])=[CH:11][C:10]([C:16]([F:19])([F:18])[F:17])=[CH:9][C:3]=1[C:4]([O:6][CH2:7][CH3:8])=[O:5].[NH:20]1[CH2:25][CH2:24][CH2:23][CH2:22][CH2:21]1.O. Product: [N+:13]([C:12]1[C:2]([N:20]2[CH2:25][CH2:24][CH2:23][CH2:22][CH2:21]2)=[C:3]([CH:9]=[C:10]([C:16]([F:19])([F:18])[F:17])[CH:11]=1)[C:4]([O:6][CH2:7][CH3:8])=[O:5])([O-:15])=[O:14]. The catalyst class is: 12.